This data is from Reaction yield outcomes from USPTO patents with 853,638 reactions. The task is: Predict the reaction yield, written as a fraction of the theoretical maximum amount of product (1.0 means a 100% yield; for example, 0.34 means a 34% yield). (1) The reactants are [CH2:1]([N:8]1[CH2:13][CH2:12][CH:11]([N:14]([CH:24]([CH3:26])[CH3:25])[C:15](=O)[CH2:16][CH2:17][CH2:18][O:19][CH2:20][CH2:21][OH:22])[CH2:10][CH2:9]1)[C:2]1[CH:7]=[CH:6][CH:5]=[CH:4][CH:3]=1.[H-].[Al+3].[Li+].[H-].[H-].[H-]. The catalyst is C1COCC1. The product is [OH:22][CH2:21][CH2:20][O:19][CH2:18][CH2:17][CH2:16][CH2:15][N:14]([CH:11]1[CH2:12][CH2:13][N:8]([CH2:1][C:2]2[CH:7]=[CH:6][CH:5]=[CH:4][CH:3]=2)[CH2:9][CH2:10]1)[CH:24]([CH3:26])[CH3:25]. The yield is 0.820. (2) The reactants are [CH2:1]([O:3][C:4](=[O:13])[CH2:5][C:6]1[CH:11]=[CH:10][C:9]([OH:12])=[CH:8][CH:7]=1)[CH3:2]. The catalyst is [Rh].C(O)C. The product is [CH2:1]([O:3][C:4](=[O:13])[CH2:5][CH:6]1[CH2:7][CH2:8][CH:9]([OH:12])[CH2:10][CH2:11]1)[CH3:2]. The yield is 0.990.